This data is from Forward reaction prediction with 1.9M reactions from USPTO patents (1976-2016). The task is: Predict the product of the given reaction. (1) Given the reactants Cl.[NH:2]1[CH2:7][CH2:6][CH2:5][CH:4]([CH2:8][NH:9][C:10]([C:12]2[C:20]3[C:15](=[N:16][CH:17]=[C:18]([CH:21]4[CH2:23][CH2:22]4)[N:19]=3)[N:14]([CH2:24][O:25][CH2:26][CH2:27][Si:28]([CH3:31])([CH3:30])[CH3:29])[CH:13]=2)=[O:11])[CH2:3]1.C(N(CC)CC)C.[CH3:39][S:40](Cl)(=[O:42])=[O:41], predict the reaction product. The product is: [CH3:39][S:40]([N:2]1[CH2:7][CH2:6][CH2:5][CH:4]([CH2:8][NH:9][C:10]([C:12]2[C:20]3[C:15](=[N:16][CH:17]=[C:18]([CH:21]4[CH2:22][CH2:23]4)[N:19]=3)[N:14]([CH2:24][O:25][CH2:26][CH2:27][Si:28]([CH3:31])([CH3:30])[CH3:29])[CH:13]=2)=[O:11])[CH2:3]1)(=[O:42])=[O:41]. (2) Given the reactants [C:1]1([CH3:12])[CH:6]=[CH:5][C:4]([O:7][CH2:8][C:9]([Cl:11])=[O:10])=[CH:3][CH:2]=1.[CH2:13]([C:18]1C=CC(OCC(O)=O)=CC=1)[CH2:14][CH2:15]CC.O=S(Cl)Cl, predict the reaction product. The product is: [CH2:12]([C:1]1[CH:6]=[CH:5][C:4]([O:7][CH2:8][C:9]([Cl:11])=[O:10])=[CH:3][CH:2]=1)[CH2:18][CH2:13][CH2:14][CH3:15]. (3) Given the reactants C(OC([NH:8][C:9]1[CH:14]=[CH:13][CH:12]=[CH:11][C:10]=1[NH:15][C:16](=[O:29])[C:17]1[CH:22]=[CH:21][C:20]([C:23]2[CH:28]=[CH:27][N:26]=[CH:25][CH:24]=2)=[CH:19][CH:18]=1)=O)(C)(C)C.[ClH:30], predict the reaction product. The product is: [NH2:8][C:9]1[CH:14]=[CH:13][CH:12]=[CH:11][C:10]=1[NH:15][C:16](=[O:29])[C:17]1[CH:22]=[CH:21][C:20]([C:23]2[CH:24]=[CH:25][N:26]=[CH:27][CH:28]=2)=[CH:19][CH:18]=1.[ClH:30]. (4) Given the reactants [Cl:1][C:2]1[CH:7]=[CH:6][CH:5]=[CH:4][C:3]=1[N:8]([CH3:29])[C:9]([C:11]1[S:28][C:14]2[C:15]3[CH:23]=[CH:22][C:21]([C:24](OC)=[O:25])=[CH:20][C:16]=3[O:17][CH2:18][CH2:19][C:13]=2[CH:12]=1)=[O:10].[CH3:30][N:31]1[CH2:36][CH2:35][NH:34][CH2:33][CH2:32]1, predict the reaction product. The product is: [Cl:1][C:2]1[CH:7]=[CH:6][CH:5]=[CH:4][C:3]=1[N:8]([CH3:29])[C:9]([C:11]1[S:28][C:14]2[C:15]3[CH:23]=[CH:22][C:21]([C:24]([N:34]4[CH2:35][CH2:36][N:31]([CH3:30])[CH2:32][CH2:33]4)=[O:25])=[CH:20][C:16]=3[O:17][CH2:18][CH2:19][C:13]=2[CH:12]=1)=[O:10]. (5) Given the reactants [O:1]=[C:2]1[C@H:7]([NH:8][C:9](=[O:15])[O:10][C:11]([CH3:14])([CH3:13])[CH3:12])[CH2:6][CH2:5][CH2:4][NH:3]1.[H-].[Na+].I[CH3:19].O, predict the reaction product. The product is: [CH3:19][N:3]1[CH2:4][CH2:5][CH2:6][C@@H:7]([NH:8][C:9](=[O:15])[O:10][C:11]([CH3:12])([CH3:14])[CH3:13])[C:2]1=[O:1]. (6) Given the reactants [CH2:1]([C:5]1[O:9][N:8]=[C:7]([C:10]([O:12][CH3:13])=[O:11])[CH:6]=1)[CH:2]([CH3:4])[CH3:3].[I:14]N1C(=O)CCC1=O, predict the reaction product. The product is: [I:14][C:6]1[C:7]([C:10]([O:12][CH3:13])=[O:11])=[N:8][O:9][C:5]=1[CH2:1][CH:2]([CH3:4])[CH3:3]. (7) Given the reactants [CH3:1][O:2][C:3]([C:5]1([C:11]2[CH:16]=[CH:15][C:14]([NH2:17])=[C:13]([C:18]3[CH2:23][CH2:22][C:21]([CH3:25])([CH3:24])[CH2:20][CH:19]=3)[CH:12]=2)[CH2:10][CH2:9][O:8][CH2:7][CH2:6]1)=[O:4].[C:26]([C:28]1[CH:29]=[C:30]([C:33](O)=[O:34])[NH:31][CH:32]=1)#[N:27].Cl.CN(C)CCCN=C=NCC.OC1C2N=NNC=2C=CC=1.CCN(C(C)C)C(C)C, predict the reaction product. The product is: [CH3:1][O:2][C:3]([C:5]1([C:11]2[CH:16]=[CH:15][C:14]([NH:17][C:33]([C:30]3[NH:31][CH:32]=[C:28]([C:26]#[N:27])[CH:29]=3)=[O:34])=[C:13]([C:18]3[CH2:23][CH2:22][C:21]([CH3:25])([CH3:24])[CH2:20][CH:19]=3)[CH:12]=2)[CH2:6][CH2:7][O:8][CH2:9][CH2:10]1)=[O:4]. (8) Given the reactants [O:1]=[C:2]1[NH:6][CH2:5][C:4]2([CH2:10][C@@H:9]([C:11]([O:13][C:14]([CH3:17])([CH3:16])[CH3:15])=[O:12])[N:8]([C:18]([O:20][C:21]([CH3:24])([CH3:23])[CH3:22])=[O:19])[CH2:7]2)[O:3]1.[Cl:25][C:26]1[CH:27]=[C:28](Br)[CH:29]=[CH:30][CH:31]=1, predict the reaction product. The product is: [Cl:25][C:26]1[CH:31]=[C:30]([N:6]2[CH2:5][C@@:4]3([CH2:10][C@@H:9]([C:11]([O:13][C:14]([CH3:16])([CH3:17])[CH3:15])=[O:12])[N:8]([C:18]([O:20][C:21]([CH3:24])([CH3:23])[CH3:22])=[O:19])[CH2:7]3)[O:3][C:2]2=[O:1])[CH:29]=[CH:28][CH:27]=1. (9) Given the reactants C[O:2][C:3](=[O:47])[C:4]1[CH:9]=[CH:8][C:7]([CH2:10][NH:11][C:12]([C:14]2[N:15]([CH:44]([CH3:46])[CH3:45])[C:16]([CH2:33][CH2:34][C@@H:35]([OH:43])[CH2:36][C@@H:37]([OH:42])[CH2:38][C:39]([OH:41])=[O:40])=[C:17]([C:26]3[CH:31]=[CH:30][C:29]([F:32])=[CH:28][CH:27]=3)[C:18]=2[C:19]2[CH:24]=[CH:23][C:22]([F:25])=[CH:21][CH:20]=2)=[O:13])=[CH:6][CH:5]=1.[OH-].[Na+].Cl, predict the reaction product. The product is: [C:39]([CH2:38][C@H:37]([OH:42])[CH2:36][C@H:35]([OH:43])[CH2:34][CH2:33][C:16]1[N:15]([CH:44]([CH3:45])[CH3:46])[C:14]([C:12]([NH:11][CH2:10][C:7]2[CH:8]=[CH:9][C:4]([C:3]([OH:47])=[O:2])=[CH:5][CH:6]=2)=[O:13])=[C:18]([C:19]2[CH:20]=[CH:21][C:22]([F:25])=[CH:23][CH:24]=2)[C:17]=1[C:26]1[CH:27]=[CH:28][C:29]([F:32])=[CH:30][CH:31]=1)([OH:41])=[O:40].